Task: Predict the product of the given reaction.. Dataset: Forward reaction prediction with 1.9M reactions from USPTO patents (1976-2016) (1) Given the reactants [C:1](Cl)(=[O:3])[CH3:2].[NH2:5][C:6]1[CH:7]=[C:8]([C:12]2[O:13][C:14]([CH3:35])=[C:15]([CH2:17][CH2:18][O:19][C:20]3[CH:21]=[C:22]4[C:26](=[CH:27][CH:28]=3)[C@H:25]([CH2:29][C:30]([O:32][CH2:33][CH3:34])=[O:31])[CH2:24][CH2:23]4)[N:16]=2)[CH:9]=[CH:10][CH:11]=1.C(N(CC)CC)C, predict the reaction product. The product is: [C:1]([NH:5][C:6]1[CH:7]=[C:8]([C:12]2[O:13][C:14]([CH3:35])=[C:15]([CH2:17][CH2:18][O:19][C:20]3[CH:21]=[C:22]4[C:26](=[CH:27][CH:28]=3)[C@H:25]([CH2:29][C:30]([O:32][CH2:33][CH3:34])=[O:31])[CH2:24][CH2:23]4)[N:16]=2)[CH:9]=[CH:10][CH:11]=1)(=[O:3])[CH3:2]. (2) Given the reactants [CH2:1]([O:3][C:4]([C:6]1[N:7]([C:16]2[CH:21]=[CH:20][C:19]([O:22][CH:23]3[CH2:27][CH2:26][CH2:25][CH2:24]3)=[CH:18][CH:17]=2)[C:8]2[C:13]([CH:14]=1)=[CH:12][C:11](I)=[CH:10][CH:9]=2)=[O:5])[CH3:2].[Cl:28][C:29]1[CH:30]=[C:31]([SH:35])[CH:32]=[CH:33][CH:34]=1.CC([O-])(C)C.[K+].C1(C)C=CC=CC=1, predict the reaction product. The product is: [CH2:1]([O:3][C:4]([C:6]1[N:7]([C:16]2[CH:21]=[CH:20][C:19]([O:22][CH:23]3[CH2:27][CH2:26][CH2:25][CH2:24]3)=[CH:18][CH:17]=2)[C:8]2[C:13]([CH:14]=1)=[CH:12][C:11]([S:35][C:31]1[CH:32]=[CH:33][CH:34]=[C:29]([Cl:28])[CH:30]=1)=[CH:10][CH:9]=2)=[O:5])[CH3:2]. (3) Given the reactants [Cl:1][C:2]1[C:7]([C:8]2[C:9](=[O:23])[N:10]([CH:20]([CH3:22])[CH3:21])[C:11]3[C:16]([CH:17]=2)=[CH:15][N:14]=[C:13]([NH:18][CH3:19])[CH:12]=3)=[CH:6][C:5]([NH:24][C:25]([NH:27][C:28]2[CH:33]=[CH:32][CH:31]=[C:30]([F:34])[CH:29]=2)=[O:26])=[C:4]([F:35])[CH:3]=1.Cl, predict the reaction product. The product is: [ClH:1].[Cl:1][C:2]1[C:7]([C:8]2[C:9](=[O:23])[N:10]([CH:20]([CH3:22])[CH3:21])[C:11]3[C:16]([CH:17]=2)=[CH:15][N:14]=[C:13]([NH:18][CH3:19])[CH:12]=3)=[CH:6][C:5]([NH:24][C:25]([NH:27][C:28]2[CH:33]=[CH:32][CH:31]=[C:30]([F:34])[CH:29]=2)=[O:26])=[C:4]([F:35])[CH:3]=1. (4) Given the reactants [C:1]1([S:7]([N:10]2[C:14]3=[N:15][CH:16]=[C:17]([N+:26]([O-])=O)[C:18]([NH:19][CH:20]4[CH2:24][CH2:23][CH:22]([OH:25])[CH2:21]4)=[C:13]3[CH:12]=[CH:11]2)(=[O:9])=[O:8])[CH:6]=[CH:5][CH:4]=[CH:3][CH:2]=1, predict the reaction product. The product is: [NH2:26][C:17]1[C:18]([NH:19][CH:20]2[CH2:24][CH2:23][CH:22]([OH:25])[CH2:21]2)=[C:13]2[CH:12]=[CH:11][N:10]([S:7]([C:1]3[CH:2]=[CH:3][CH:4]=[CH:5][CH:6]=3)(=[O:9])=[O:8])[C:14]2=[N:15][CH:16]=1. (5) Given the reactants [Cl:1][C:2]1[N:7]=[C:6]([CH:8]=[O:9])[C:5]2[C:10]([O:32][CH3:33])=[N:11][N:12]([C:13]([C:26]3[CH:31]=[CH:30][CH:29]=[CH:28][CH:27]=3)([C:20]3[CH:25]=[CH:24][CH:23]=[CH:22][CH:21]=3)[C:14]3[CH:19]=[CH:18][CH:17]=[CH:16][CH:15]=3)[C:4]=2[CH:3]=1.[C:34]([Mg]Cl)#[CH:35], predict the reaction product. The product is: [Cl:1][C:2]1[N:7]=[C:6]([CH:8]([OH:9])[C:34]#[CH:35])[C:5]2[C:10]([O:32][CH3:33])=[N:11][N:12]([C:13]([C:14]3[CH:19]=[CH:18][CH:17]=[CH:16][CH:15]=3)([C:20]3[CH:21]=[CH:22][CH:23]=[CH:24][CH:25]=3)[C:26]3[CH:27]=[CH:28][CH:29]=[CH:30][CH:31]=3)[C:4]=2[CH:3]=1. (6) Given the reactants [CH3:1][N:2]1[C:6]([NH:7][C:8]2[NH:9][C:10](=O)[CH:11]=[CH:12][N:13]=2)=[CH:5][CH:4]=[N:3]1.O=P(Cl)(Cl)[Cl:17], predict the reaction product. The product is: [Cl:17][C:10]1[CH:11]=[CH:12][N:13]=[C:8]([NH:7][C:6]2[N:2]([CH3:1])[N:3]=[CH:4][CH:5]=2)[N:9]=1.